Dataset: Full USPTO retrosynthesis dataset with 1.9M reactions from patents (1976-2016). Task: Predict the reactants needed to synthesize the given product. Given the product [Cl:1][C:2]1[C:3]2[N:10]([CH2:23][CH2:22][O:24][CH2:25][CH3:26])[C:9]([C:11]3[O:12][CH:13]=[CH:14][CH:15]=3)=[CH:8][C:4]=2[N:5]=[CH:6][N:7]=1, predict the reactants needed to synthesize it. The reactants are: [Cl:1][C:2]1[C:3]2[NH:10][C:9]([C:11]3[O:12][CH:13]=[CH:14][CH:15]=3)=[CH:8][C:4]=2[N:5]=[CH:6][N:7]=1.C(=O)([O-])[O-].[Cs+].[Cs+].[CH2:22]([O:24][CH2:25][CH2:26]Br)[CH3:23].O.